Dataset: Forward reaction prediction with 1.9M reactions from USPTO patents (1976-2016). Task: Predict the product of the given reaction. (1) Given the reactants [Cl:1][C:2]1[CH:7]=[CH:6][C:5](/[C:8](/[C:25]2[CH:30]=[CH:29][C:28]([C:31]#[C:32][CH2:33][N:34]3[CH2:39][CH2:38][CH:37]([CH2:40][OH:41])[CH2:36][CH2:35]3)=[CH:27][CH:26]=2)=[CH:9]/[CH2:10][O:11][C:12]2[CH:23]=[CH:22][C:15]([O:16][CH2:17][C:18]([O:20]C)=[O:19])=[C:14]([CH3:24])[CH:13]=2)=[CH:4][CH:3]=1.O.[OH-].[Li+].Cl.[Cl-].[NH4+], predict the reaction product. The product is: [Cl:1][C:2]1[CH:3]=[CH:4][C:5](/[C:8](/[C:25]2[CH:26]=[CH:27][C:28]([C:31]#[C:32][CH2:33][N:34]3[CH2:35][CH2:36][CH:37]([CH2:40][OH:41])[CH2:38][CH2:39]3)=[CH:29][CH:30]=2)=[CH:9]/[CH2:10][O:11][C:12]2[CH:23]=[CH:22][C:15]([O:16][CH2:17][C:18]([OH:20])=[O:19])=[C:14]([CH3:24])[CH:13]=2)=[CH:6][CH:7]=1. (2) Given the reactants [CH3:1][C:2]1[C:7]([C:8](=O)[CH2:9][CH3:10])=[CH:6][N:5]2[N:12]=[C:13]([NH:15][C:16](=[O:18])[CH3:17])[N:14]=[C:4]2[C:3]=1[C:19]1[CH:24]=[CH:23][CH:22]=[C:21]([C:25]([F:28])([F:27])[F:26])[CH:20]=1.[NH:29]([C:31]1[CH:38]=[CH:37][C:34]([C:35]#[N:36])=[CH:33][CH:32]=1)[NH2:30].[C:39](Cl)(=O)C.BrC1C(C)=C(C2C=CC=C(C(F)(F)F)C=2)C2N(N=C(NC(=O)C)N=2)C=1, predict the reaction product. The product is: [C:35]([C:34]1[CH:37]=[CH:38][C:31]([N:29]2[C:8]([C:7]3[C:2]([CH3:1])=[C:3]([C:19]4[CH:24]=[CH:23][CH:22]=[C:21]([C:25]([F:26])([F:27])[F:28])[CH:20]=4)[C:4]4[N:5]([N:12]=[C:13]([NH:15][C:16](=[O:18])[CH3:17])[N:14]=4)[CH:6]=3)=[C:9]([CH3:10])[CH:39]=[N:30]2)=[CH:32][CH:33]=1)#[N:36]. (3) Given the reactants [C:1]([O:5][C:6]([N:8]1[CH2:13][CH2:12][CH:11]([O:14][C:15]2[CH:20]=[CH:19][C:18]([C:21]#[N:22])=[CH:17][N:16]=2)[CH2:10][CH2:9]1)=[O:7])([CH3:4])([CH3:3])[CH3:2].C(=O)([O-])[O-:24].[K+].[K+].OO, predict the reaction product. The product is: [C:1]([O:5][C:6]([N:8]1[CH2:13][CH2:12][CH:11]([O:14][C:15]2[CH:20]=[CH:19][C:18]([C:21](=[O:24])[NH2:22])=[CH:17][N:16]=2)[CH2:10][CH2:9]1)=[O:7])([CH3:4])([CH3:2])[CH3:3]. (4) Given the reactants [N+:1]([C:4]1[CH:9]=[CH:8][CH:7]=[CH:6][C:5]=1[C:10]1[CH:15]=[CH:14][CH:13]=[CH:12][CH:11]=1)([O-:3])=[O:2].Cl.CO[NH2:19].CC(C)([O-])C.[K+], predict the reaction product. The product is: [NH2:19][C:9]1[CH:8]=[CH:7][CH:6]=[C:5]([C:10]2[CH:11]=[CH:12][CH:13]=[CH:14][CH:15]=2)[C:4]=1[N+:1]([O-:3])=[O:2].